The task is: Predict which catalyst facilitates the given reaction.. This data is from Catalyst prediction with 721,799 reactions and 888 catalyst types from USPTO. (1) Reactant: [Cl:1][C:2]1[N:7]=[CH:6][C:5]([CH2:8][NH:9][C:10]2[CH2:14][O:13][C:12](=[O:15])[CH:11]=2)=[CH:4][CH:3]=1.[H-].[Na+].Br[CH2:19][CH:20]=[C:21]([Cl:23])[Cl:22].CO. Product: [Cl:1][C:2]1[N:7]=[CH:6][C:5]([CH2:8][N:9]([CH2:19][CH:20]=[C:21]([Cl:23])[Cl:22])[C:10]2[CH2:14][O:13][C:12](=[O:15])[CH:11]=2)=[CH:4][CH:3]=1. The catalyst class is: 7. (2) Reactant: [C:1]1([CH:7]2[O:24][C:11]3([CH2:16][CH2:15][N:14]([C:17]([O:19][C:20]([CH3:23])([CH3:22])[CH3:21])=[O:18])[CH2:13][CH2:12]3)[CH2:10][NH:9][CH2:8]2)[CH:6]=[CH:5][CH:4]=[CH:3][CH:2]=1.C([O-])(O)=O.[Na+].FC(F)(F)S(O[CH2:36][C:37]([F:40])([F:39])[F:38])(=O)=O. Product: [C:1]1([CH:7]2[O:24][C:11]3([CH2:16][CH2:15][N:14]([C:17]([O:19][C:20]([CH3:21])([CH3:23])[CH3:22])=[O:18])[CH2:13][CH2:12]3)[CH2:10][N:9]([CH2:36][C:37]([F:40])([F:39])[F:38])[CH2:8]2)[CH:2]=[CH:3][CH:4]=[CH:5][CH:6]=1. The catalyst class is: 8. (3) Reactant: [F:1][C:2]1[CH:34]=[CH:33][C:5]([CH2:6][N:7]2[C:11]3[C:12](=[O:28])[N:13]([CH3:27])[C:14]([C:23]([O:25]C)=[O:24])=[C:15]([C:16]4[CH:21]=[CH:20][C:19]([CH3:22])=[CH:18][CH:17]=4)[C:10]=3[C:9]3[CH2:29][O:30][CH2:31][CH2:32][C:8]2=3)=[CH:4][CH:3]=1.CO.[Li+].[OH-].Cl. Product: [F:1][C:2]1[CH:3]=[CH:4][C:5]([CH2:6][N:7]2[C:11]3[C:12](=[O:28])[N:13]([CH3:27])[C:14]([C:23]([OH:25])=[O:24])=[C:15]([C:16]4[CH:17]=[CH:18][C:19]([CH3:22])=[CH:20][CH:21]=4)[C:10]=3[C:9]3[CH2:29][O:30][CH2:31][CH2:32][C:8]2=3)=[CH:33][CH:34]=1. The catalyst class is: 7. (4) Reactant: [Br:1][C:2]1[C:7]([Cl:8])=[CH:6][N:5]=[C:4]([C:9]2[S:13][C:12]([S:14](Cl)(=[O:16])=[O:15])=[CH:11][CH:10]=2)[N:3]=1.[NH:18]([C:20]([O:22][C:23]([CH3:26])([CH3:25])[CH3:24])=[O:21])[NH2:19].CCN(C(C)C)C(C)C. Product: [Br:1][C:2]1[C:7]([Cl:8])=[CH:6][N:5]=[C:4]([C:9]2[S:13][C:12]([S:14]([NH:19][NH:18][C:20]([O:22][C:23]([CH3:26])([CH3:25])[CH3:24])=[O:21])(=[O:16])=[O:15])=[CH:11][CH:10]=2)[N:3]=1. The catalyst class is: 2.